From a dataset of NCI-60 drug combinations with 297,098 pairs across 59 cell lines. Regression. Given two drug SMILES strings and cell line genomic features, predict the synergy score measuring deviation from expected non-interaction effect. (1) Drug 1: CC(CN1CC(=O)NC(=O)C1)N2CC(=O)NC(=O)C2. Drug 2: C#CCC(CC1=CN=C2C(=N1)C(=NC(=N2)N)N)C3=CC=C(C=C3)C(=O)NC(CCC(=O)O)C(=O)O. Cell line: U251. Synergy scores: CSS=23.5, Synergy_ZIP=-9.32, Synergy_Bliss=-4.72, Synergy_Loewe=-2.41, Synergy_HSA=-2.74. (2) Drug 1: CC1=CC2C(CCC3(C2CCC3(C(=O)C)OC(=O)C)C)C4(C1=CC(=O)CC4)C. Drug 2: CS(=O)(=O)CCNCC1=CC=C(O1)C2=CC3=C(C=C2)N=CN=C3NC4=CC(=C(C=C4)OCC5=CC(=CC=C5)F)Cl. Cell line: COLO 205. Synergy scores: CSS=6.29, Synergy_ZIP=1.84, Synergy_Bliss=7.97, Synergy_Loewe=2.50, Synergy_HSA=2.91. (3) Drug 1: CC1=C2C(C(=O)C3(C(CC4C(C3C(C(C2(C)C)(CC1OC(=O)C(C(C5=CC=CC=C5)NC(=O)OC(C)(C)C)O)O)OC(=O)C6=CC=CC=C6)(CO4)OC(=O)C)OC)C)OC. Drug 2: C1=CC(=CC=C1C#N)C(C2=CC=C(C=C2)C#N)N3C=NC=N3. Cell line: UACC-257. Synergy scores: CSS=30.2, Synergy_ZIP=14.6, Synergy_Bliss=10.3, Synergy_Loewe=-5.14, Synergy_HSA=9.93. (4) Drug 1: CC1=C2C(C(=O)C3(C(CC4C(C3C(C(C2(C)C)(CC1OC(=O)C(C(C5=CC=CC=C5)NC(=O)C6=CC=CC=C6)O)O)OC(=O)C7=CC=CC=C7)(CO4)OC(=O)C)O)C)OC(=O)C. Drug 2: C1CN(CCN1C(=O)CCBr)C(=O)CCBr. Cell line: NCIH23. Synergy scores: CSS=42.9, Synergy_ZIP=0.121, Synergy_Bliss=0.804, Synergy_Loewe=-5.49, Synergy_HSA=0.0673.